Dataset: Reaction yield outcomes from USPTO patents with 853,638 reactions. Task: Predict the reaction yield, written as a fraction of the theoretical maximum amount of product (1.0 means a 100% yield; for example, 0.34 means a 34% yield). (1) The reactants are F[P-](F)(F)(F)(F)F.N1(O[P+](N(C)C)(N(C)C)N(C)C)C2C=CC=CC=2N=N1.[I:28][C:29]1[C:37]2[C:32](=[CH:33][CH:34]=[C:35]([C:38]3[O:42][C:41](=O)[NH:40][N:39]=3)[CH:36]=2)[N:31]([S:44]([C:47]2[CH:53]=[CH:52][C:50]([CH3:51])=[CH:49][CH:48]=2)(=[O:46])=[O:45])[CH:30]=1.[C:54]1([C:60]([NH2:63])([CH3:62])[CH3:61])[CH:59]=[CH:58][CH:57]=[CH:56][CH:55]=1.C(N(C(C)C)CC)(C)C. The catalyst is CN(C=O)C.O. The product is [I:28][C:29]1[C:37]2[C:32](=[CH:33][CH:34]=[C:35]([C:38]3[O:42][C:41]([NH:63][C:60]([C:54]4[CH:59]=[CH:58][CH:57]=[CH:56][CH:55]=4)([CH3:62])[CH3:61])=[N:40][N:39]=3)[CH:36]=2)[N:31]([S:44]([C:47]2[CH:53]=[CH:52][C:50]([CH3:51])=[CH:49][CH:48]=2)(=[O:45])=[O:46])[CH:30]=1. The yield is 0.190. (2) The reactants are [CH2:1]([N:3]=[C:4]=[O:5])[CH3:2].[OH:6][N:7]1[C:12]([CH3:14])([CH3:13])[CH2:11][CH:10]([OH:15])[CH2:9][C:8]1([CH3:17])[CH3:16]. The catalyst is ClCCCl. The product is [CH2:1]([NH:3][C:4](=[O:5])[O:15][CH:10]1[CH2:11][C:12]([CH3:13])([CH3:14])[N:7]([O:6][C:4](=[O:5])[NH:3][CH2:1][CH3:2])[C:8]([CH3:17])([CH3:16])[CH2:9]1)[CH3:2]. The yield is 0.770. (3) The reactants are [C:1]([O:5][C:6]([NH:8][C:9]1[CH:13]=[CH:12][S:11][C:10]=1[C:14]([OH:16])=O)=[O:7])([CH3:4])([CH3:3])[CH3:2].[CH3:17][C:18]1[CH:24]=[CH:23][CH:22]=[CH:21][C:19]=1[NH2:20]. No catalyst specified. The product is [CH3:17][C:18]1[CH:24]=[CH:23][CH:22]=[CH:21][C:19]=1[NH:20][C:14]([C:10]1[S:11][CH:12]=[CH:13][C:9]=1[NH:8][C:6](=[O:7])[O:5][C:1]([CH3:2])([CH3:3])[CH3:4])=[O:16]. The yield is 0.770. (4) The reactants are [CH3:1][C:2]([CH3:16])([CH3:15])[C:3](=[O:14])[CH2:4][N:5]1[CH2:12][CH:11]2[O:13][CH:7]([CH2:8][NH:9][CH2:10]2)[CH2:6]1.CS(O[CH2:22][CH2:23][C:24]1[CH:29]=[CH:28][C:27]([C:30]#[N:31])=[CH:26][CH:25]=1)(=O)=O. The catalyst is CC#N. The product is [CH3:1][C:2]([CH3:16])([CH3:15])[C:3](=[O:14])[CH2:4][N:5]1[CH2:12][CH:11]2[O:13][CH:7]([CH2:8][N:9]([CH2:22][CH2:23][C:24]3[CH:29]=[CH:28][C:27]([C:30]#[N:31])=[CH:26][CH:25]=3)[CH2:10]2)[CH2:6]1. The yield is 0.950.